Dataset: Reaction yield outcomes from USPTO patents with 853,638 reactions. Task: Predict the reaction yield, written as a fraction of the theoretical maximum amount of product (1.0 means a 100% yield; for example, 0.34 means a 34% yield). (1) The reactants are [Cl-].O[NH3+:3].[C:4](=[O:7])([O-])[OH:5].[Na+].CS(C)=O.[CH2:13]([C:17]1[N:22]2[N:23]=[CH:24][CH:25]=[C:21]2[N:20]([C@H:26]2[CH2:31][CH2:30][C@H:29]([O:32][CH2:33][C:34]([OH:37])([CH3:36])[CH3:35])[CH2:28][CH2:27]2)[C:19](=[O:38])[C:18]=1[CH2:39][C:40]1[CH:45]=[CH:44][C:43]([C:46]2[C:47]([C:52]#[N:53])=[CH:48][CH:49]=[CH:50][CH:51]=2)=[CH:42][CH:41]=1)[CH2:14][CH2:15][CH3:16]. The catalyst is C(OCC)(=O)C. The yield is 0.750. The product is [CH2:13]([C:17]1[N:22]2[N:23]=[CH:24][CH:25]=[C:21]2[N:20]([C@H:26]2[CH2:31][CH2:30][C@H:29]([O:32][CH2:33][C:34]([OH:37])([CH3:35])[CH3:36])[CH2:28][CH2:27]2)[C:19](=[O:38])[C:18]=1[CH2:39][C:40]1[CH:45]=[CH:44][C:43]([C:46]2[CH:51]=[CH:50][CH:49]=[CH:48][C:47]=2[C:52]2[NH:3][C:4](=[O:7])[O:5][N:53]=2)=[CH:42][CH:41]=1)[CH2:14][CH2:15][CH3:16]. (2) The reactants are Br[C:2]1[C:3](=[O:10])[N:4]([CH3:9])[CH:5]=[C:6]([Br:8])[CH:7]=1.[N:11]1[C:16]([NH2:17])=[CH:15][CH:14]=[CH:13][C:12]=1[NH2:18].CC1(C)C2C(=C(P(C3C=CC=CC=3)C3C=CC=CC=3)C=CC=2)OC2C(P(C3C=CC=CC=3)C3C=CC=CC=3)=CC=CC1=2.C(=O)([O-])[O-].[Cs+].[Cs+]. The catalyst is C1C=CC(/C=C/C(/C=C/C2C=CC=CC=2)=O)=CC=1.C1C=CC(/C=C/C(/C=C/C2C=CC=CC=2)=O)=CC=1.C1C=CC(/C=C/C(/C=C/C2C=CC=CC=2)=O)=CC=1.[Pd].[Pd].O1CCOCC1. The product is [NH2:18][C:12]1[N:11]=[C:16]([NH:17][C:2]2[C:3](=[O:10])[N:4]([CH3:9])[CH:5]=[C:6]([Br:8])[CH:7]=2)[CH:15]=[CH:14][CH:13]=1. The yield is 0.480. (3) The reactants are [CH2:1]([O:3][C:4](=[O:22])[C:5]1[CH:10]=[C:9]([CH:11]=[CH:12]N(C)C)[C:8]([N+:16]([O-])=O)=[CH:7][C:6]=1[N+:19]([O-])=O)[CH3:2]. The catalyst is CCO.[Ni]. The product is [CH2:1]([O:3][C:4]([C:5]1[CH:10]=[C:9]2[C:8](=[CH:7][C:6]=1[NH2:19])[NH:16][CH:12]=[CH:11]2)=[O:22])[CH3:2]. The yield is 0.300. (4) The reactants are C([O:3][C:4]([C:6]12[CH2:24][CH:23]1[CH:22]=[CH:21][CH2:20][CH2:19][CH2:18][CH2:17][CH2:16][N:15]([CH2:25][C:26]1[CH:31]=[CH:30][C:29]([O:32][CH3:33])=[CH:28][CH:27]=1)[C:14](=[O:34])[N:13]1[CH:9]([CH2:10][CH:11]([O:35][C:36]3[CH:41]=[C:40]([O:42][CH3:43])[N:39]=[C:38]([C:44]4[CH:49]=[CH:48][CH:47]=[CH:46][CH:45]=4)[N:37]=3)[CH2:12]1)[C:8](=[O:50])[NH:7]2)=[O:5])C.CO.[Li+].[OH-].C(O)(=O)CC(CC(O)=O)(C(O)=O)O. The catalyst is C1COCC1.C(Cl)Cl.O. The product is [CH3:33][O:32][C:29]1[CH:28]=[CH:27][C:26]([CH2:25][N:15]2[C:14](=[O:34])[N:13]3[CH:9]([CH2:10][CH:11]([O:35][C:36]4[CH:41]=[C:40]([O:42][CH3:43])[N:39]=[C:38]([C:44]5[CH:49]=[CH:48][CH:47]=[CH:46][CH:45]=5)[N:37]=4)[CH2:12]3)[C:8](=[O:50])[NH:7][C:6]3([C:4]([OH:5])=[O:3])[CH:23]([CH2:24]3)[CH:22]=[CH:21][CH2:20][CH2:19][CH2:18][CH2:17][CH2:16]2)=[CH:31][CH:30]=1. The yield is 0.780. (5) The reactants are [CH3:1][O:2][CH2:3][CH2:4][C:5]1[CH:15]=[CH:14][C:8]([O:9][CH2:10][CH:11]2[CH2:13][O:12]2)=[CH:7][CH:6]=1.[C:16]([O:20][C:21]([N:23]1[CH2:28][CH2:27][CH:26]([NH2:29])[CH2:25][CH2:24]1)=[O:22])([CH3:19])([CH3:18])[CH3:17]. The catalyst is C(O)C. The product is [C:16]([O:20][C:21]([N:23]1[CH2:28][CH2:27][CH:26]([NH:29][CH2:13][CH:11]([OH:12])[CH2:10][O:9][C:8]2[CH:14]=[CH:15][C:5]([CH2:4][CH2:3][O:2][CH3:1])=[CH:6][CH:7]=2)[CH2:25][CH2:24]1)=[O:22])([CH3:19])([CH3:17])[CH3:18]. The yield is 0.620. (6) The reactants are [H-].[Na+].Cl[C:4]1[C:9]([CH2:10][NH:11][CH2:12][CH:13]([C:15]2[CH:20]=[CH:19][CH:18]=[CH:17][N:16]=2)[OH:14])=[CH:8][CH:7]=[C:6]([Cl:21])[N:5]=1. The catalyst is CCCCCCC.C1COCC1. The product is [Cl:21][C:6]1[CH:7]=[CH:8][C:9]2[CH2:10][NH:11][CH2:12][CH:13]([C:15]3[CH:20]=[CH:19][CH:18]=[CH:17][N:16]=3)[O:14][C:4]=2[N:5]=1. The yield is 0.290.